Dataset: Full USPTO retrosynthesis dataset with 1.9M reactions from patents (1976-2016). Task: Predict the reactants needed to synthesize the given product. (1) Given the product [F:24][C:23]1[C:18]([NH:17][C@H:13]2[CH2:14][CH2:15][CH2:16][C@@H:11]([NH:10][C:9]([NH:8][C:6](=[O:7])[O:5][C:1]([CH3:2])([CH3:3])[CH3:4])=[NH:26])[CH2:12]2)=[N:19][C:20]([C:43]2[C:37]3[C:38](=[N:39][CH:40]=[C:35]([F:34])[CH:36]=3)[N:41]([S:53]([C:56]3[CH:61]=[CH:60][C:59]([CH3:62])=[CH:58][CH:57]=3)(=[O:54])=[O:55])[CH:42]=2)=[N:21][CH:22]=1, predict the reactants needed to synthesize it. The reactants are: [C:1]([O:5][C:6]([NH:8][C:9](=[N:26]C(=O)OC(C)(C)C)[NH:10][C@@H:11]1[CH2:16][CH2:15][CH2:14][C@H:13]([NH:17][C:18]2[C:23]([F:24])=[CH:22][N:21]=[C:20](Cl)[N:19]=2)[CH2:12]1)=[O:7])([CH3:4])([CH3:3])[CH3:2].[F:34][C:35]1[CH:36]=[C:37]2[C:43](B3OC(C)(C)C(C)(C)O3)=[CH:42][N:41]([S:53]([C:56]3[CH:61]=[CH:60][C:59]([CH3:62])=[CH:58][CH:57]=3)(=[O:55])=[O:54])[C:38]2=[N:39][CH:40]=1.C([O-])([O-])=O.[Na+].[Na+]. (2) Given the product [CH2:13]([N:6]1[CH2:7][CH2:8][CH:3]([C:2]([F:10])([F:9])[F:1])[CH2:4][CH2:5]1)[C:12]#[CH:11], predict the reactants needed to synthesize it. The reactants are: [F:1][C:2]([F:10])([F:9])[CH:3]1[CH2:8][CH2:7][NH:6][CH2:5][CH2:4]1.[CH2:11](Br)[C:12]#[CH:13].C(=O)([O-])[O-].[K+].[K+]. (3) Given the product [F:48][C:47]([F:50])([F:49])[C:45]([OH:51])=[O:46].[Cl:1][C:2]1[C:3]([F:44])=[C:4]([C:9]2[N:10]=[CH:11][N:12]([C@@H:16]3[C:32]4[CH:33]=[C:28]([CH:29]=[CH:30][N:31]=4)[C:27]4[NH:26][N:25]=[CH:24][C:23]=4[NH:22][C:21](=[O:42])[C@H:20]([CH3:43])[CH2:19][CH2:18][CH2:17]3)[C:13](=[O:15])[CH:14]=2)[C:5]([F:8])=[CH:6][CH:7]=1, predict the reactants needed to synthesize it. The reactants are: [Cl:1][C:2]1[C:3]([F:44])=[C:4]([C:9]2[N:10]=[CH:11][N:12]([C@@H:16]3[C:32]4[CH:33]=[C:28]([CH:29]=[CH:30][N:31]=4)[C:27]4[N:26](COCC[Si](C)(C)C)[N:25]=[CH:24][C:23]=4[NH:22][C:21](=[O:42])[C@H:20]([CH3:43])[CH2:19][CH2:18][CH2:17]3)[C:13](=[O:15])[CH:14]=2)[C:5]([F:8])=[CH:6][CH:7]=1.[C:45]([OH:51])([C:47]([F:50])([F:49])[F:48])=[O:46]. (4) The reactants are: Cl.[NH2:2][C@H:3]([C:6]([OH:8])=[O:7])[CH2:4][SH:5].[C:9](Cl)([C:22]1[CH:27]=[CH:26][CH:25]=[CH:24][CH:23]=1)([C:16]1[CH:21]=[CH:20][CH:19]=[CH:18][CH:17]=1)[C:10]1[CH:15]=[CH:14][CH:13]=[CH:12][CH:11]=1.C([O-])(=O)C.[Na+]. Given the product [C:9]([S:5][CH2:4][C@@H:3]([C:6]([OH:8])=[O:7])[NH2:2])([C:10]1[CH:15]=[CH:14][CH:13]=[CH:12][CH:11]=1)([C:22]1[CH:23]=[CH:24][CH:25]=[CH:26][CH:27]=1)[C:16]1[CH:17]=[CH:18][CH:19]=[CH:20][CH:21]=1, predict the reactants needed to synthesize it. (5) Given the product [CH3:22][N:23]([CH3:24])[CH2:19][CH:16]1[CH2:17][CH2:18][N:13]([C:10]2[CH:11]=[CH:12][C:7]([CH2:6][N:1]3[CH2:5][CH2:4][CH2:3][CH2:2]3)=[CH:8][CH:9]=2)[CH2:14][CH2:15]1, predict the reactants needed to synthesize it. The reactants are: [N:1]1([CH2:6][C:7]2[CH:12]=[CH:11][C:10]([N:13]3[CH2:18][CH2:17][CH:16]([CH:19]=O)[CH2:15][CH2:14]3)=[CH:9][CH:8]=2)[CH2:5][CH2:4][CH2:3][CH2:2]1.Cl.[CH3:22][NH:23][CH3:24]. (6) Given the product [ClH:34].[NH2:2][CH2:1][C:3]1[CH:11]=[CH:10][CH:9]=[C:8]2[C:4]=1[C:5](=[O:30])[N:6]([CH:13]([C:19]1[CH:24]=[CH:23][C:22]([O:25][CH3:26])=[C:21]([O:27][CH2:28][CH3:29])[CH:20]=1)[CH2:14][S:15]([CH3:18])(=[O:17])=[O:16])[C:7]2=[O:12], predict the reactants needed to synthesize it. The reactants are: [C:1]([C:3]1[CH:11]=[CH:10][CH:9]=[C:8]2[C:4]=1[C:5](=[O:30])[N:6]([CH:13]([C:19]1[CH:24]=[CH:23][C:22]([O:25][CH3:26])=[C:21]([O:27][CH2:28][CH3:29])[CH:20]=1)[CH2:14][S:15]([CH3:18])(=[O:17])=[O:16])[C:7]2=[O:12])#[N:2].[H][H].O.[ClH:34].